Dataset: Reaction yield outcomes from USPTO patents with 853,638 reactions. Task: Predict the reaction yield, written as a fraction of the theoretical maximum amount of product (1.0 means a 100% yield; for example, 0.34 means a 34% yield). (1) The reactants are [CH3:1][N:2]1[CH2:7][CH2:6][N:5]([C:8]2[N:13]=[C:12]([N:14]3[CH2:19][CH2:18][CH:17]([CH3:20])[CH2:16][CH2:15]3)[C:11]([N+:21]([O-])=O)=[CH:10][CH:9]=2)[C:4](=[O:24])[CH2:3]1.[C:25]([C:27]1[O:31][C:30]([C:32](Cl)=[O:33])=[CH:29][CH:28]=1)#[N:26].C(C1OC(C(O)=O)=CC=1)#N. The catalyst is C(Cl)Cl. The product is [CH3:20][CH:17]1[CH2:18][CH2:19][N:14]([C:12]2[C:11]([NH:21][C:32]([C:30]3[O:31][C:27]([C:25]#[N:26])=[CH:28][CH:29]=3)=[O:33])=[CH:10][CH:9]=[C:8]([N:5]3[CH2:6][CH2:7][N:2]([CH3:1])[CH2:3][C:4]3=[O:24])[N:13]=2)[CH2:15][CH2:16]1. The yield is 0.430. (2) The reactants are [Br:1][C:2]1[CH:7]=[CH:6][C:5]([CH2:8]Br)=[CH:4][CH:3]=1.[SH:10][CH2:11][CH2:12][OH:13].C([O-])([O-])=[O:15].[K+].[K+].C(Cl)Cl.[OH2:23]. No catalyst specified. The product is [Br:1][C:2]1[CH:7]=[CH:6][C:5]([CH2:8][S:10]([CH2:11][CH2:12][OH:13])(=[O:15])=[O:23])=[CH:4][CH:3]=1. The yield is 0.990. (3) The reactants are [NH2:1][C:2]([C:6]1[CH:11]=[CH:10][CH:9]=[C:8]([Br:12])[CH:7]=1)([CH3:5])[CH2:3][OH:4].C(N(CC)CC)C.[Cl:20][CH2:21][C:22](Cl)=[O:23]. The catalyst is C(#N)C. The product is [Br:12][C:8]1[CH:7]=[C:6]([C:2]([NH:1][C:22](=[O:23])[CH2:21][Cl:20])([CH3:5])[CH2:3][OH:4])[CH:11]=[CH:10][CH:9]=1. The yield is 0.860.